This data is from Peptide-MHC class II binding affinity with 134,281 pairs from IEDB. The task is: Regression. Given a peptide amino acid sequence and an MHC pseudo amino acid sequence, predict their binding affinity value. This is MHC class II binding data. (1) The peptide sequence is PYGATISATPEWATP. The MHC is HLA-DQA10501-DQB10301 with pseudo-sequence HLA-DQA10501-DQB10301. The binding affinity (normalized) is 0.849. (2) The peptide sequence is SQDDELSWNLNGLQAY. The MHC is DRB1_1302 with pseudo-sequence DRB1_1302. The binding affinity (normalized) is 0.720.